From a dataset of NCI-60 drug combinations with 297,098 pairs across 59 cell lines. Regression. Given two drug SMILES strings and cell line genomic features, predict the synergy score measuring deviation from expected non-interaction effect. (1) Drug 1: CC1=CC=C(C=C1)C2=CC(=NN2C3=CC=C(C=C3)S(=O)(=O)N)C(F)(F)F. Drug 2: CC(C)NC(=O)C1=CC=C(C=C1)CNNC.Cl. Cell line: OVCAR3. Synergy scores: CSS=-2.58, Synergy_ZIP=1.71, Synergy_Bliss=3.56, Synergy_Loewe=-4.96, Synergy_HSA=-4.59. (2) Drug 1: CC1C(C(CC(O1)OC2CC(CC3=C2C(=C4C(=C3O)C(=O)C5=C(C4=O)C(=CC=C5)OC)O)(C(=O)C)O)N)O.Cl. Drug 2: CCC1(C2=C(COC1=O)C(=O)N3CC4=CC5=C(C=CC(=C5CN(C)C)O)N=C4C3=C2)O.Cl. Cell line: A549. Synergy scores: CSS=32.5, Synergy_ZIP=-4.90, Synergy_Bliss=0.0169, Synergy_Loewe=-2.37, Synergy_HSA=0.480. (3) Drug 1: CCCCC(=O)OCC(=O)C1(CC(C2=C(C1)C(=C3C(=C2O)C(=O)C4=C(C3=O)C=CC=C4OC)O)OC5CC(C(C(O5)C)O)NC(=O)C(F)(F)F)O. Drug 2: COCCOC1=C(C=C2C(=C1)C(=NC=N2)NC3=CC=CC(=C3)C#C)OCCOC.Cl. Cell line: NCI-H322M. Synergy scores: CSS=39.0, Synergy_ZIP=2.43, Synergy_Bliss=3.91, Synergy_Loewe=-1.08, Synergy_HSA=8.01. (4) Drug 1: C1CN1P(=S)(N2CC2)N3CC3. Drug 2: C1CCC(C(C1)N)N.C(=O)(C(=O)[O-])[O-].[Pt+4]. Cell line: OVCAR-4. Synergy scores: CSS=6.94, Synergy_ZIP=-6.67, Synergy_Bliss=-1.28, Synergy_Loewe=-13.0, Synergy_HSA=-0.00435. (5) Synergy scores: CSS=3.25, Synergy_ZIP=0.429, Synergy_Bliss=-0.535, Synergy_Loewe=-2.83, Synergy_HSA=-3.77. Cell line: IGROV1. Drug 2: CCN(CC)CCNC(=O)C1=C(NC(=C1C)C=C2C3=C(C=CC(=C3)F)NC2=O)C. Drug 1: CC1CCC2CC(C(=CC=CC=CC(CC(C(=O)C(C(C(=CC(C(=O)CC(OC(=O)C3CCCCN3C(=O)C(=O)C1(O2)O)C(C)CC4CCC(C(C4)OC)OCCO)C)C)O)OC)C)C)C)OC. (6) Drug 1: CNC(=O)C1=CC=CC=C1SC2=CC3=C(C=C2)C(=NN3)C=CC4=CC=CC=N4. Drug 2: C1=NC2=C(N=C(N=C2N1C3C(C(C(O3)CO)O)O)F)N. Cell line: SK-MEL-5. Synergy scores: CSS=-8.49, Synergy_ZIP=1.22, Synergy_Bliss=-5.09, Synergy_Loewe=-11.6, Synergy_HSA=-11.4. (7) Drug 1: CCC1(CC2CC(C3=C(CCN(C2)C1)C4=CC=CC=C4N3)(C5=C(C=C6C(=C5)C78CCN9C7C(C=CC9)(C(C(C8N6C=O)(C(=O)OC)O)OC(=O)C)CC)OC)C(=O)OC)O.OS(=O)(=O)O. Drug 2: C1CCC(C(C1)N)N.C(=O)(C(=O)[O-])[O-].[Pt+4]. Cell line: NCIH23. Synergy scores: CSS=3.76, Synergy_ZIP=-3.34, Synergy_Bliss=-0.458, Synergy_Loewe=-6.04, Synergy_HSA=-2.22. (8) Drug 1: CN(C)N=NC1=C(NC=N1)C(=O)N. Drug 2: CC1=C(C=C(C=C1)NC(=O)C2=CC=C(C=C2)CN3CCN(CC3)C)NC4=NC=CC(=N4)C5=CN=CC=C5. Cell line: M14. Synergy scores: CSS=-5.67, Synergy_ZIP=4.33, Synergy_Bliss=1.53, Synergy_Loewe=-2.01, Synergy_HSA=-4.13. (9) Drug 1: CC(C)(C#N)C1=CC(=CC(=C1)CN2C=NC=N2)C(C)(C)C#N. Drug 2: C1=NNC2=C1C(=O)NC=N2. Cell line: HCT116. Synergy scores: CSS=3.79, Synergy_ZIP=-2.03, Synergy_Bliss=-1.65, Synergy_Loewe=-1.08, Synergy_HSA=-2.64. (10) Drug 1: CS(=O)(=O)C1=CC(=C(C=C1)C(=O)NC2=CC(=C(C=C2)Cl)C3=CC=CC=N3)Cl. Drug 2: C1=CC=C(C(=C1)C(C2=CC=C(C=C2)Cl)C(Cl)Cl)Cl. Cell line: MDA-MB-435. Synergy scores: CSS=1.00, Synergy_ZIP=7.50, Synergy_Bliss=9.39, Synergy_Loewe=1.79, Synergy_HSA=1.63.